Dataset: Catalyst prediction with 721,799 reactions and 888 catalyst types from USPTO. Task: Predict which catalyst facilitates the given reaction. (1) Reactant: [CH:1]1([S:4]([NH:7][C:8]([C@@:10]23[CH2:25][C@H:24]2[CH:23]=[CH:22][CH:21]([CH3:26])[CH2:20][CH2:19][CH2:18][C@@H:17]([CH3:27])[C@H:16]([NH:28]C(=O)OC(C)(C)C)[C:15](=[O:36])[N:14]2[CH2:37][C@H:38]([O:40][C:41]4[C:50]5[C:45](=[CH:46][CH:47]=[CH:48][CH:49]=5)[C:44]([O:51][CH3:52])=[CH:43][N:42]=4)[CH2:39][C@H:13]2[C:12](=[O:53])[NH:11]3)=[O:9])(=[O:6])=[O:5])[CH2:3][CH2:2]1.[ClH:54]. Product: [ClH:54].[NH2:28][C@@H:16]1[C:15](=[O:36])[N:14]2[CH2:37][C@H:38]([O:40][C:41]3[C:50]4[C:45](=[CH:46][CH:47]=[CH:48][CH:49]=4)[C:44]([O:51][CH3:52])=[CH:43][N:42]=3)[CH2:39][C@H:13]2[C:12](=[O:53])[NH:11][C@:10]2([C:8]([NH:7][S:4]([CH:1]3[CH2:3][CH2:2]3)(=[O:5])=[O:6])=[O:9])[CH2:25][C@H:24]2[CH:23]=[CH:22][CH:21]([CH3:26])[CH2:20][CH2:19][CH2:18][C@H:17]1[CH3:27]. The catalyst class is: 12. (2) Reactant: [OH:1][C:2]1[CH:3]=[C:4]([CH:7]=[CH:8][C:9]=1O)[C:5]#[N:6].CC(C)[O-:13].[Ti+4:15].CC(C)[O-:18].CC(C)[O-].CC(C)[O-]. Product: [C:5]([C:4]1[CH:7]=[CH:8][CH:9]=[C:2]([O-:1])[C:3]=1[O-:13])#[N:6].[Ti+4:15].[C:5]([C:4]1[CH:7]=[CH:8][CH:9]=[C:2]([O-:1])[C:3]=1[O-:18])#[N:6]. The catalyst class is: 11. (3) Reactant: [CH2:1]([O:8][C:9]1[CH:10]=[CH:11][CH:12]=[C:13]2[C:18]=1[N:17]=[C:16]([C:19]([O:21][CH2:22][C:23]1[CH:28]=[CH:27][CH:26]=[CH:25][CH:24]=1)=[O:20])[CH:15]=[CH:14]2)[C:2]1[CH:7]=[CH:6][CH:5]=[CH:4][CH:3]=1.[Br:29]C1C(=O)C(Br)=CC(Br)(Br)C=1. Product: [CH2:22]([O:21][C:19]([C:16]1[CH:15]=[CH:14][C:13]2[C:18](=[C:9]([O:8][CH2:1][C:2]3[CH:3]=[CH:4][CH:5]=[CH:6][CH:7]=3)[CH:10]=[CH:11][C:12]=2[Br:29])[N:17]=1)=[O:20])[C:23]1[CH:28]=[CH:27][CH:26]=[CH:25][CH:24]=1. The catalyst class is: 4.